This data is from Reaction yield outcomes from USPTO patents with 853,638 reactions. The task is: Predict the reaction yield, written as a fraction of the theoretical maximum amount of product (1.0 means a 100% yield; for example, 0.34 means a 34% yield). (1) The catalyst is C1COCC1. The yield is 1.00. The reactants are Cl.[C:2]([O:6][C:7]([N:9]1[CH2:14][CH2:13][CH2:12][C:11](=[CH:15][O:16]C)[CH:10]1[CH2:18][C:19]1[CH:24]=[CH:23][CH:22]=[CH:21][CH:20]=1)=[O:8])([CH3:5])([CH3:4])[CH3:3]. The product is [C:2]([O:6][C:7]([N:9]1[CH2:14][CH2:13][CH2:12][CH:11]([CH:15]=[O:16])[CH:10]1[CH2:18][C:19]1[CH:20]=[CH:21][CH:22]=[CH:23][CH:24]=1)=[O:8])([CH3:5])([CH3:3])[CH3:4]. (2) No catalyst specified. The product is [CH:1]1([C:4]2[CH:5]=[C:6]([NH:10][C:11]3[O:12][CH2:13][C:14]4[CH:20]=[C:19]([NH:21][S:24]([N:23]([CH3:28])[CH3:22])(=[O:26])=[O:25])[CH:18]=[CH:17][C:15]=4[N:16]=3)[CH:7]=[CH:8][CH:9]=2)[CH2:3][CH2:2]1. The reactants are [CH:1]1([C:4]2[CH:5]=[C:6]([NH:10][C:11]3[O:12][CH2:13][C:14]4[CH:20]=[C:19]([NH2:21])[CH:18]=[CH:17][C:15]=4[N:16]=3)[CH:7]=[CH:8][CH:9]=2)[CH2:3][CH2:2]1.[CH3:22][N:23]([CH3:28])[S:24](Cl)(=[O:26])=[O:25]. The yield is 0.370. (3) The reactants are [C:1]([N:8]1[CH2:13][CH2:12][NH:11][CH2:10][CH2:9]1)([O:3][C:4]([CH3:7])([CH3:6])[CH3:5])=[O:2].[C:14](O)(=[O:21])[C:15]1[CH:20]=[CH:19][CH:18]=[CH:17][CH:16]=1.CN(C(ON1N=NC2C=CC=NC1=2)=[N+](C)C)C.F[P-](F)(F)(F)(F)F.CCN(C(C)C)C(C)C. The catalyst is CN(C=O)C. The product is [C:14]([N:11]1[CH2:10][CH2:9][N:8]([C:1]([O:3][C:4]([CH3:7])([CH3:6])[CH3:5])=[O:2])[CH2:13][CH2:12]1)(=[O:21])[C:15]1[CH:20]=[CH:19][CH:18]=[CH:17][CH:16]=1. The yield is 0.980. (4) The reactants are [F:1][C:2]1[CH:3]=[CH:4][C:5]([C:8]2[N:12]=[N:11][N:10]([CH3:13])[C:9]=2[CH2:14][O:15][C:16]2[CH:24]=[CH:23][C:19]([C:20]([OH:22])=O)=[CH:18][N:17]=2)=[N:6][CH:7]=1.[NH2:25][N:26]1[CH2:31][CH2:30][O:29][CH2:28][CH2:27]1. No catalyst specified. The product is [F:1][C:2]1[CH:3]=[CH:4][C:5]([C:8]2[N:12]=[N:11][N:10]([CH3:13])[C:9]=2[CH2:14][O:15][C:16]2[CH:24]=[CH:23][C:19]([C:20]([NH:25][N:26]3[CH2:31][CH2:30][O:29][CH2:28][CH2:27]3)=[O:22])=[CH:18][N:17]=2)=[N:6][CH:7]=1. The yield is 0.870. (5) The reactants are C([O:3][C:4](=[O:36])[C:5]([CH3:35])([O:7][C:8]1[CH:13]=[CH:12][C:11]([CH2:14][CH2:15][C:16]2[N:20]([CH2:21][CH2:22][CH3:23])[C:19](=[O:24])[N:18]([C:25]3[CH:30]=[CH:29][C:28]([C:31]([F:34])([F:33])[F:32])=[CH:27][CH:26]=3)[N:17]=2)=[CH:10][CH:9]=1)[CH3:6])C.[OH-].[Na+]. The catalyst is C(O)C. The product is [CH3:6][C:5]([O:7][C:8]1[CH:9]=[CH:10][C:11]([CH2:14][CH2:15][C:16]2[N:20]([CH2:21][CH2:22][CH3:23])[C:19](=[O:24])[N:18]([C:25]3[CH:26]=[CH:27][C:28]([C:31]([F:33])([F:34])[F:32])=[CH:29][CH:30]=3)[N:17]=2)=[CH:12][CH:13]=1)([CH3:35])[C:4]([OH:36])=[O:3]. The yield is 0.923. (6) The reactants are [C:1]([C:3]1[CH:4]=[C:5]([C:13]2[S:17][C:16]([C:18]3[CH:26]=[CH:25][CH:24]=[C:23]4[C:19]=3[CH2:20][CH2:21][C@H:22]4[NH:27]C(=O)OC(C)(C)C)=[CH:15][CH:14]=2)[CH:6]=[CH:7][C:8]=1[O:9][CH:10]([CH3:12])[CH3:11])#[N:2].Cl. The catalyst is O1CCOCC1. The product is [NH2:27][C@H:22]1[C:23]2[C:19](=[C:18]([C:16]3[S:17][C:13]([C:5]4[CH:6]=[CH:7][C:8]([O:9][CH:10]([CH3:12])[CH3:11])=[C:3]([CH:4]=4)[C:1]#[N:2])=[CH:14][CH:15]=3)[CH:26]=[CH:25][CH:24]=2)[CH2:20][CH2:21]1. The yield is 0.900. (7) The reactants are [CH3:1][O:2][C:3](=[O:23])[C:4]([NH:15]C(OC(C)(C)C)=O)([CH3:14])[CH2:5][NH:6][C:7]1[CH:12]=[CH:11][C:10]([F:13])=[CH:9][CH:8]=1.Cl.[OH-].[Na+]. The catalyst is CO. The product is [CH3:1][O:2][C:3](=[O:23])[C:4]([NH2:15])([CH3:14])[CH2:5][NH:6][C:7]1[CH:12]=[CH:11][C:10]([F:13])=[CH:9][CH:8]=1. The yield is 0.460. (8) The reactants are [F:1][C:2]([F:24])([F:23])[C:3]1[CH:8]=[CH:7][C:6]([C:9]2[NH:10][C:11]([CH3:22])=[C:12]([CH2:14][N:15]3[CH2:20][CH2:19][C:18](=O)[CH2:17][CH2:16]3)[N:13]=2)=[CH:5][CH:4]=1.[CH2:25]([NH2:32])[C:26]1[CH:31]=[CH:30][CH:29]=[CH:28][CH:27]=1.C(O[BH-](OC(=O)C)OC(=O)C)(=O)C.[Na+].C(O)(=O)C. The catalyst is ClCCl. The product is [CH2:25]([NH:32][CH:18]1[CH2:19][CH2:20][N:15]([CH2:14][C:12]2[N:13]=[C:9]([C:6]3[CH:7]=[CH:8][C:3]([C:2]([F:24])([F:23])[F:1])=[CH:4][CH:5]=3)[NH:10][C:11]=2[CH3:22])[CH2:16][CH2:17]1)[C:26]1[CH:31]=[CH:30][CH:29]=[CH:28][CH:27]=1. The yield is 0.990. (9) The reactants are [C:1]([C:3]1[CH:8]=[CH:7][C:6]([CH2:9][CH2:10][C:11]([CH3:20])([S:16]([CH3:19])(=[O:18])=[O:17])[C:12]([O:14][CH3:15])=[O:13])=[CH:5][CH:4]=1)#[CH:2].C1C(=O)N([Br:28])C(=O)C1. The catalyst is CC(C)=O.[N+]([O-])([O-])=O.[Ag+]. The product is [Br:28][C:2]#[C:1][C:3]1[CH:4]=[CH:5][C:6]([CH2:9][CH2:10][C:11]([CH3:20])([S:16]([CH3:19])(=[O:17])=[O:18])[C:12]([O:14][CH3:15])=[O:13])=[CH:7][CH:8]=1. The yield is 0.0475. (10) The product is [CH:6]1([CH2:5][CH:4]([C:13]2[CH:18]=[CH:17][C:16]([S:19]([CH3:22])(=[O:21])=[O:20])=[CH:15][CH:14]=2)[C:3]([OH:23])=[O:2])[CH2:12][CH2:11][CH2:10][CH2:9][CH2:8][CH2:7]1. The catalyst is C(O)C. The reactants are C[O:2][C:3](=[O:23])[CH:4]([C:13]1[CH:18]=[CH:17][C:16]([S:19]([CH3:22])(=[O:21])=[O:20])=[CH:15][CH:14]=1)[CH2:5][CH:6]1[CH2:12][CH2:11][CH2:10][CH2:9][CH2:8][CH2:7]1.[OH-].[Na+]. The yield is 0.860.